This data is from Forward reaction prediction with 1.9M reactions from USPTO patents (1976-2016). The task is: Predict the product of the given reaction. (1) The product is: [CH3:1][S:2]([C:3]1[N:8]=[C:7]([C:9]2[S:10][C:11]3[CH:19]=[CH:18][CH:17]=[CH:16][C:12]=3[C:13](=[O:15])[N:14]=2)[CH:6]=[N:5][CH:4]=1)=[O:28]. Given the reactants [CH3:1][S:2][C:3]1[N:8]=[C:7]([C:9]2[S:10][C:11]3[CH:19]=[CH:18][CH:17]=[CH:16][C:12]=3[C:13](=[O:15])[N:14]=2)[CH:6]=[N:5][CH:4]=1.ClC1C=CC=C(C(OO)=[O:28])C=1, predict the reaction product. (2) Given the reactants [Cl:1][C:2]1[CH:7]=[CH:6][CH:5]=[CH:4][C:3]=1[C:8]1[N:9]([C:16]2[CH:21]=[CH:20][C:19]([C:22]3[CH:27]=[CH:26][CH:25]=[C:24]([S:28]([CH3:31])(=[O:30])=[O:29])[CH:23]=3)=[CH:18][CH:17]=2)[CH:10]=[C:11]([C:13](=O)[CH3:14])[N:12]=1.Cl.[NH2:33][OH:34].C([O-])(=O)C.[Na+].CO, predict the reaction product. The product is: [Cl:1][C:2]1[CH:7]=[CH:6][CH:5]=[CH:4][C:3]=1[C:8]1[N:9]([C:16]2[CH:21]=[CH:20][C:19]([C:22]3[CH:27]=[CH:26][CH:25]=[C:24]([S:28]([CH3:31])(=[O:30])=[O:29])[CH:23]=3)=[CH:18][CH:17]=2)[CH:10]=[C:11]([C:13](=[N:33][OH:34])[CH3:14])[N:12]=1. (3) Given the reactants S(=O)(=O)(O)O.[O-]S(OOS([O-])(=O)=O)(=O)=O.[K+].[K+].[Br:18][C:19]1[CH2:23][CH:22]([C:24]([O:26][CH2:27][CH2:28][CH2:29][CH2:30][CH3:31])=[O:25])[N:21]([C:32]2[C:37]([Cl:38])=[CH:36][CH:35]=[CH:34][N:33]=2)[N:20]=1.C(#N)C, predict the reaction product. The product is: [Br:18][C:19]1[CH:23]=[C:22]([C:24]([O:26][CH2:27][CH2:28][CH2:29][CH2:30][CH3:31])=[O:25])[N:21]([C:32]2[C:37]([Cl:38])=[CH:36][CH:35]=[CH:34][N:33]=2)[N:20]=1. (4) Given the reactants [C:1](=[O:13])([O:11][CH3:12])[O:2][C:3]1[CH:8]=[CH:7][C:6]([F:9])=[CH:5][C:4]=1[CH3:10].[N+:14]([O-])([O-:16])=[O:15].[K+], predict the reaction product. The product is: [C:1](=[O:13])([O:11][CH3:12])[O:2][C:3]1[CH:8]=[C:7]([N+:14]([O-:16])=[O:15])[C:6]([F:9])=[CH:5][C:4]=1[CH3:10]. (5) Given the reactants [OH:1][CH2:2][C@H:3]1[O:11][C@H:10]2[C@H:6]([N:7]=[C:8]([NH:12][CH3:13])[S:9]2)[C@@H:5]([OH:14])[C@@H:4]1[OH:15].[CH3:28][C:27]([O:26][C:24](O[C:24]([O:26][C:27]([CH3:30])([CH3:29])[CH3:28])=[O:25])=[O:25])([CH3:30])[CH3:29].C(N(CC)CC)C, predict the reaction product. The product is: [OH:15][C@@H:4]1[C@@H:3]([CH2:2][OH:1])[O:11][C@H:10]2[C@H:6]([N:7]=[C:8]([N:12]([CH3:13])[C:24](=[O:25])[O:26][C:27]([CH3:28])([CH3:29])[CH3:30])[S:9]2)[C@H:5]1[OH:14]. (6) Given the reactants C(OC([NH:8][CH2:9][C@H:10]1[CH2:15][CH2:14][C@H:13]([C:16]([NH:18][C@H:19]([C:50](=[O:66])[NH:51][C:52]2[CH:53]=[CH:54][C:55]3[N:59]=[C:58]([N:60]4[CH:64]=[CH:63][CH:62]=[N:61]4)[NH:57][C:56]=3[CH:65]=2)[CH2:20][C:21]2[CH:26]=[CH:25][C:24]([C:27]3[CH:32]=[CH:31][C:30]([C:33]([NH:35][CH:36]4[CH2:41][CH2:40][N:39](C(OC(C)(C)C)=O)[CH2:38][CH2:37]4)=[O:34])=[CH:29][C:28]=3[CH3:49])=[CH:23][CH:22]=2)=[O:17])[CH2:12][CH2:11]1)=O)(C)(C)C.[ClH:67], predict the reaction product. The product is: [ClH:67].[NH2:8][CH2:9][C@H:10]1[CH2:11][CH2:12][C@H:13]([C:16]([NH:18][C@H:19]([C:50](=[O:66])[NH:51][C:52]2[CH:53]=[CH:54][C:55]3[N:59]=[C:58]([N:60]4[CH:64]=[CH:63][CH:62]=[N:61]4)[NH:57][C:56]=3[CH:65]=2)[CH2:20][C:21]2[CH:26]=[CH:25][C:24]([C:27]3[CH:32]=[CH:31][C:30]([C:33]([NH:35][CH:36]4[CH2:41][CH2:40][NH:39][CH2:38][CH2:37]4)=[O:34])=[CH:29][C:28]=3[CH3:49])=[CH:23][CH:22]=2)=[O:17])[CH2:14][CH2:15]1.